From a dataset of Forward reaction prediction with 1.9M reactions from USPTO patents (1976-2016). Predict the product of the given reaction. (1) Given the reactants C(OC(=O)COC1C=CC(Cl)=CC=1C#C)(C)(C)C.[C:19]([O:23][C:24](=[O:41])[CH2:25][O:26][C:27]1[CH:32]=[CH:31][C:30]([C:33]#[N:34])=[CH:29][C:28]=1[C:35]#[C:36][Si](C)(C)C)([CH3:22])([CH3:21])[CH3:20], predict the reaction product. The product is: [C:19]([O:23][C:24](=[O:41])[CH2:25][O:26][C:27]1[CH:32]=[CH:31][C:30]([C:33]#[N:34])=[CH:29][C:28]=1[C:35]#[CH:36])([CH3:22])([CH3:21])[CH3:20]. (2) Given the reactants C([O:3][C:4](=[O:20])[CH2:5][CH2:6][C:7]1[C:8](=[O:19])[O:9][C:10]2[C:15]([C:16]=1[CH3:17])=[CH:14][CH:13]=[C:12]([OH:18])[CH:11]=2)C.C1N2CN3CN(C2)CN1C3.FC(F)(F)[C:33](O)=[O:34], predict the reaction product. The product is: [CH:33]([C:11]1[C:12]([OH:18])=[CH:13][CH:14]=[C:15]2[C:10]=1[O:9][C:8](=[O:19])[C:7]([CH2:6][CH2:5][C:4]([OH:3])=[O:20])=[C:16]2[CH3:17])=[O:34]. (3) Given the reactants F[C:2]1[CH:7]=[CH:6][C:5]([CH3:8])=[CH:4][C:3]=1[S:9]([OH:12])(=[O:11])=[O:10].[NH:13]1[CH2:18][CH2:17][NH:16][CH2:15][CH2:14]1, predict the reaction product. The product is: [N:13]1([C:2]2[CH:7]=[CH:6][C:5]([CH3:8])=[CH:4][C:3]=2[S:9]([OH:12])(=[O:11])=[O:10])[CH2:18][CH2:17][NH:16][CH2:15][CH2:14]1. (4) Given the reactants [CH2:1]1[O:9][C:8]2[CH:7]=[CH:6][C:5](B(O)O)=[CH:4][C:3]=2[O:2]1.C(=O)([O-])[O-].[Na+].[Na+].[C:19]([NH:27][C:28]1[CH:37]=[C:36](Br)[CH:35]=[CH:34][C:29]=1[C:30]([O:32]C)=[O:31])(=[O:26])[C:20]1[CH:25]=[CH:24][CH:23]=[CH:22][CH:21]=1, predict the reaction product. The product is: [C:19]([NH:27][C:28]1[CH:37]=[C:36]([C:5]2[CH:6]=[CH:7][C:8]3[O:9][CH2:1][O:2][C:3]=3[CH:4]=2)[CH:35]=[CH:34][C:29]=1[C:30]([OH:32])=[O:31])(=[O:26])[C:20]1[CH:21]=[CH:22][CH:23]=[CH:24][CH:25]=1. (5) Given the reactants [OH:1][CH2:2][C:3]1[O:4][C:5]([N+:8]([O-:10])=[O:9])=[CH:6][CH:7]=1.[C:11](Cl)([Cl:13])=[O:12], predict the reaction product. The product is: [Cl:13][C:11]([O:1][CH2:2][C:3]1[O:4][C:5]([N+:8]([O-:10])=[O:9])=[CH:6][CH:7]=1)=[O:12]. (6) The product is: [C:9]([C:8]1[CH:11]=[CH:12][C:5]([N:4]([CH3:3])[S:22]([C:20]2[CH:19]=[CH:18][N:17]3[N:13]=[CH:14][CH:15]=[C:16]3[CH:21]=2)(=[O:23])=[O:24])=[N:6][CH:7]=1)#[N:10]. Given the reactants [H-].[Na+].[CH3:3][NH:4][C:5]1[CH:12]=[CH:11][C:8]([C:9]#[N:10])=[CH:7][N:6]=1.[N:13]1[N:17]2[CH:18]=[CH:19][C:20]([S:22](Cl)(=[O:24])=[O:23])=[CH:21][C:16]2=[CH:15][CH:14]=1, predict the reaction product. (7) Given the reactants [Cl:1][C:2]1[CH:7]=[CH:6][CH:5]=[CH:4][C:3]=1[NH:8][C:9](=O)[C:10]1[CH:15]=[CH:14][C:13]([S:16]([CH3:19])(=[O:18])=[O:17])=[CH:12][N:11]=1.P(Cl)(Cl)(Cl)(Cl)[Cl:22], predict the reaction product. The product is: [Cl:1][C:2]1[CH:7]=[CH:6][CH:5]=[CH:4][C:3]=1[N:8]=[C:9]([Cl:22])[C:10]1[CH:15]=[CH:14][C:13]([S:16]([CH3:19])(=[O:18])=[O:17])=[CH:12][N:11]=1. (8) Given the reactants [CH3:1][O:2][C:3]([C:5]1[N:6]=[C:7](N)[S:8][C:9]=1[CH2:10][CH2:11][C:12]1[CH:17]=[CH:16][CH:15]=[CH:14][CH:13]=1)=[O:4].N(OCCC(C)C)=O, predict the reaction product. The product is: [CH3:1][O:2][C:3]([C:5]1[N:6]=[CH:7][S:8][C:9]=1[CH2:10][CH2:11][C:12]1[CH:17]=[CH:16][CH:15]=[CH:14][CH:13]=1)=[O:4]. (9) Given the reactants [Br:1][C:2]1[CH:7]=[CH:6][C:5]([C:8]2([C:11]([NH:13][NH2:14])=O)[CH2:10][CH2:9]2)=[C:4]([F:15])[CH:3]=1.[Si:16]([O:23][CH2:24][C:25]1([CH3:34])[S:31][CH2:30][CH2:29][N:28]=[C:27](SC)[CH2:26]1)([C:19]([CH3:22])([CH3:21])[CH3:20])([CH3:18])[CH3:17], predict the reaction product. The product is: [Br:1][C:2]1[CH:7]=[CH:6][C:5]([C:8]2([C:11]3[N:28]4[CH2:29][CH2:30][S:31][C:25]([CH2:24][O:23][Si:16]([C:19]([CH3:22])([CH3:21])[CH3:20])([CH3:18])[CH3:17])([CH3:34])[CH2:26][C:27]4=[N:14][N:13]=3)[CH2:10][CH2:9]2)=[C:4]([F:15])[CH:3]=1.